Task: Predict which catalyst facilitates the given reaction.. Dataset: Catalyst prediction with 721,799 reactions and 888 catalyst types from USPTO (1) The catalyst class is: 7. Product: [CH2:1]1[N:6]2[CH2:7][CH2:8][N:3]([CH2:4][CH2:5]2)[CH2:2]1.[ClH:9]. Reactant: [CH2:1]1[N:6]2[CH2:7][CH2:8][N:3]([CH2:4][CH2:5]2)[CH2:2]1.[Cl-:9].[Li+]. (2) Reactant: [F:1][C:2]1[CH:15]=[CH:14][CH:13]=[C:12]([F:16])[C:3]=1[CH:4]=[N:5][S@:6]([C:8]([CH3:11])([CH3:10])[CH3:9])=[O:7].[CH:17]([Mg]Br)=[CH2:18]. Product: [F:1][C:2]1[CH:15]=[CH:14][CH:13]=[C:12]([F:16])[C:3]=1[C@H:4]([NH:5][S@:6]([C:8]([CH3:11])([CH3:10])[CH3:9])=[O:7])[CH:17]=[CH2:18]. The catalyst class is: 1. (3) Reactant: O=C1C2C(=CC=CC=2)C(=O)[N:3]1[CH2:12][CH2:13][C:14]1[CH:19]=[CH:18][C:17]([CH2:20][CH2:21][C:22]2[N:23]=[C:24]([NH:27][C:28](=[O:30])[CH3:29])[S:25][CH:26]=2)=[CH:16][CH:15]=1.O.NN. Product: [NH2:3][CH2:12][CH2:13][C:14]1[CH:19]=[CH:18][C:17]([CH2:20][CH2:21][C:22]2[N:23]=[C:24]([NH:27][C:28](=[O:30])[CH3:29])[S:25][CH:26]=2)=[CH:16][CH:15]=1. The catalyst class is: 10. (4) Reactant: [CH3:1][O:2][C@@:3]1([NH:20][C:21]([CH2:23][C:24]2[S:28][CH:27]=[CH:26][CH:25]=2)=[O:22])[C:6](=[O:7])[N:5]2[C:8]([C:17]([OH:19])=[O:18])=[C:9]([CH2:12][O:13][C:14]([NH2:16])=[O:15])[CH2:10][S:11][C@H:4]12.C([O-])(=O)C(C)O.[Na+:35]. Product: [CH3:1][O:2][C@@:3]1([NH:20][C:21]([CH2:23][C:24]2[S:28][CH:27]=[CH:26][CH:25]=2)=[O:22])[C:6](=[O:7])[N:5]2[C:8]([C:17]([O-:19])=[O:18])=[C:9]([CH2:12][O:13][C:14]([NH2:16])=[O:15])[CH2:10][S:11][C@H:4]12.[Na+:35]. The catalyst class is: 21. (5) Reactant: [C:1]([O-:4])(=[O:3])[CH3:2].[K+].C(O)(=O)C.Cl[CH2:11][C:12]([C:14]1[CH:19]=[CH:18][CH:17]=[CH:16][CH:15]=1)=[O:13].O. Product: [C:1]([O:4][CH2:11][C:12]([C:14]1[CH:19]=[CH:18][CH:17]=[CH:16][CH:15]=1)=[O:13])(=[O:3])[CH3:2]. The catalyst class is: 8. (6) Reactant: [F:1][C:2]1[C:3](=[NH:21])[N:4]([CH3:20])[C:5](=[O:19])[N:6]([S:8]([C:11]2[CH:16]=[CH:15][C:14]([O:17][CH3:18])=[CH:13][CH:12]=2)(=[O:10])=[O:9])[CH:7]=1.N1C=CC=CC=1.[C:28](Cl)(=[O:30])[CH3:29]. Product: [F:1][C:2]1[C:3](=[N:21][C:28](=[O:30])[CH3:29])[N:4]([CH3:20])[C:5](=[O:19])[N:6]([S:8]([C:11]2[CH:12]=[CH:13][C:14]([O:17][CH3:18])=[CH:15][CH:16]=2)(=[O:10])=[O:9])[CH:7]=1. The catalyst class is: 2. (7) Reactant: [NH2:1][CH:2]([CH:14]([CH3:17])[CH2:15][CH3:16])[C:3]([NH:5][CH2:6][CH2:7][N:8]1[CH2:13][CH2:12][O:11][CH2:10][CH2:9]1)=[O:4].O.[C:19]1([CH3:29])[CH:24]=[CH:23][C:22]([S:25]([OH:28])(=[O:27])=[O:26])=[CH:21][CH:20]=1. Product: [S:25]([C:22]1[CH:23]=[CH:24][C:19]([CH3:29])=[CH:20][CH:21]=1)([OH:28])(=[O:27])=[O:26].[S:25]([C:22]1[CH:23]=[CH:24][C:19]([CH3:29])=[CH:20][CH:21]=1)([OH:28])(=[O:27])=[O:26].[NH2:1][CH:2]([CH:14]([CH3:17])[CH2:15][CH3:16])[C:3]([NH:5][CH2:6][CH2:7][N:8]1[CH2:13][CH2:12][O:11][CH2:10][CH2:9]1)=[O:4]. The catalyst class is: 7. (8) Reactant: C[Si](C)(C)[O:3][C:4]1([C:11]#[N:12])[CH2:10][CH2:9][CH2:8][CH2:7][CH2:6][CH2:5]1.[H-].[Al+3].[Li+].[H-].[H-].[H-].O.[OH-].[Na+]. Product: [NH2:12][CH2:11][C:4]1([OH:3])[CH2:10][CH2:9][CH2:8][CH2:7][CH2:6][CH2:5]1. The catalyst class is: 7. (9) Reactant: [Br:1][C:2]1[N:7]=[C:6]([CH2:8][N:9]2[C:18]3[C:13](=[CH:14][CH:15]=[CH:16][CH:17]=3)[C:12](=[O:19])[C:11]([C:20]([OH:22])=O)=[CH:10]2)[CH:5]=[CH:4][CH:3]=1.Cl.[CH3:24][NH:25][O:26][CH3:27].C(N(CC)CC)C.CCCP1(OP(CCC)(=O)OP(CCC)(=O)O1)=O. Product: [CH3:27][O:26][N:25]([CH3:24])[C:20]([C:11]1[C:12](=[O:19])[C:13]2[C:18](=[CH:17][CH:16]=[CH:15][CH:14]=2)[N:9]([CH2:8][C:6]2[CH:5]=[CH:4][CH:3]=[C:2]([Br:1])[N:7]=2)[CH:10]=1)=[O:22]. The catalyst class is: 192.